Dataset: Catalyst prediction with 721,799 reactions and 888 catalyst types from USPTO. Task: Predict which catalyst facilitates the given reaction. (1) Reactant: [CH3:1][C:2]1[N:3]=[C:4]([CH2:9][CH2:10][C:11]2[CH:16]=[CH:15][C:14]([C:17]([F:20])([F:19])[F:18])=[CH:13][CH:12]=2)[O:5][C:6]=1[CH2:7]O.C(N(CC)CC)C.CS([Cl:32])(=O)=O. Product: [Cl:32][CH2:7][C:6]1[O:5][C:4]([CH2:9][CH2:10][C:11]2[CH:16]=[CH:15][C:14]([C:17]([F:20])([F:19])[F:18])=[CH:13][CH:12]=2)=[N:3][C:2]=1[CH3:1]. The catalyst class is: 4. (2) Reactant: [OH:1][CH2:2][CH2:3][N:4]1[CH2:9][CH2:8][O:7][CH2:6][CH2:5]1.C1(P(C2C=CC=CC=2)C2C=CC=CC=2)C=CC=CC=1.[F:29][C:30]1[CH:35]=[C:34]([C:36]2[CH:37]=[CH:38][C:39]3[N:40]([C:42]([CH2:45][O:46][C:47]4[C:56]5[C:51](=[CH:52][C:53]([O:57][CH3:58])=[CH:54][CH:55]=5)[N:50]=[CH:49][CH:48]=4)=[N:43][N:44]=3)[N:41]=2)[CH:33]=[CH:32][C:31]=1O.CCOC(/N=N/C(OCC)=O)=O. Product: [F:29][C:30]1[CH:35]=[C:34]([C:36]2[CH:37]=[CH:38][C:39]3[N:40]([C:42]([CH2:45][O:46][C:47]4[C:56]5[C:51](=[CH:52][C:53]([O:57][CH3:58])=[CH:54][CH:55]=5)[N:50]=[CH:49][CH:48]=4)=[N:43][N:44]=3)[N:41]=2)[CH:33]=[CH:32][C:31]=1[O:1][CH2:2][CH2:3][N:4]1[CH2:9][CH2:8][O:7][CH2:6][CH2:5]1. The catalyst class is: 1. (3) Reactant: [CH3:1][C:2]1[CH:3]=[C:4]([CH:9]=[C:10]([CH3:31])[C:11]=1[CH2:12][C:13]1[CH:18]=[CH:17][C:16]([O:19][CH2:20][O:21][CH3:22])=[C:15]([CH2:23][C:24]2[CH:29]=[CH:28][C:27]([F:30])=[CH:26][CH:25]=2)[CH:14]=1)[C:5](OC)=[O:6].[H-].C([Al+]CC(C)C)C(C)C.O.Cl. Product: [CH3:31][C:10]1[CH:9]=[C:4]([CH:3]=[C:2]([CH3:1])[C:11]=1[CH2:12][C:13]1[CH:18]=[CH:17][C:16]([O:19][CH2:20][O:21][CH3:22])=[C:15]([CH2:23][C:24]2[CH:29]=[CH:28][C:27]([F:30])=[CH:26][CH:25]=2)[CH:14]=1)[CH2:5][OH:6]. The catalyst class is: 56.